This data is from Catalyst prediction with 721,799 reactions and 888 catalyst types from USPTO. The task is: Predict which catalyst facilitates the given reaction. (1) Reactant: [N:1]1([C:5]([C:7]2[N:12]=[CH:11][C:10]([O:13][C:14]3[CH:15]=[C:16]([CH:27]=[C:28]([OH:30])[CH:29]=3)[C:17]([NH:19][C:20]3[CH:25]=[N:24][C:23]([CH3:26])=[CH:22][N:21]=3)=[O:18])=[CH:9][CH:8]=2)=[O:6])[CH2:4][CH2:3][CH2:2]1.Br[CH:32]1[CH2:36][CH2:35][N:34]([CH3:37])[C:33]1=[O:38].C(=O)([O-])[O-].[K+].[K+]. Product: [N:1]1([C:5]([C:7]2[N:12]=[CH:11][C:10]([O:13][C:14]3[CH:15]=[C:16]([CH:27]=[C:28]([O:30][C@H:32]4[CH2:36][CH2:35][N:34]([CH3:37])[C:33]4=[O:38])[CH:29]=3)[C:17]([NH:19][C:20]3[CH:25]=[N:24][C:23]([CH3:26])=[CH:22][N:21]=3)=[O:18])=[CH:9][CH:8]=2)=[O:6])[CH2:2][CH2:3][CH2:4]1. The catalyst class is: 3. (2) Reactant: [Br:1][C:2]1[CH:9]=[CH:8][C:5]([CH2:6]Br)=[CH:4][CH:3]=1.[C:10]1([OH:16])[CH:15]=[CH:14][CH:13]=[CH:12][CH:11]=1.C(=O)([O-])[O-].[K+].[K+]. Product: [Br:1][C:2]1[CH:9]=[CH:8][C:5]([CH2:6][O:16][C:10]2[CH:15]=[CH:14][CH:13]=[CH:12][CH:11]=2)=[CH:4][CH:3]=1. The catalyst class is: 9.